This data is from Reaction yield outcomes from USPTO patents with 853,638 reactions. The task is: Predict the reaction yield, written as a fraction of the theoretical maximum amount of product (1.0 means a 100% yield; for example, 0.34 means a 34% yield). (1) The reactants are C[O:2][C:3]([C@H:5]1[CH2:9][C@H:8]([O:10][Si:11]([C:24]([CH3:27])([CH3:26])[CH3:25])([C:18]2[CH:23]=[CH:22][CH:21]=[CH:20][CH:19]=2)[C:12]2[CH:17]=[CH:16][CH:15]=[CH:14][CH:13]=2)[CH2:7][N:6]1[C:28](=[O:42])[NH:29][C:30]1[CH:35]=[CH:34][C:33]([O:36][CH2:37][C:38]([F:41])([F:40])[F:39])=[CH:32][CH:31]=1)=O.[Li+].[BH4-]. The catalyst is C1COCC1. The product is [F:41][C:38]([F:39])([F:40])[CH2:37][O:36][C:33]1[CH:32]=[CH:31][C:30]([NH:29][C:28]([N:6]2[CH2:7][C@@H:8]([O:10][Si:11]([C:24]([CH3:27])([CH3:25])[CH3:26])([C:18]3[CH:19]=[CH:20][CH:21]=[CH:22][CH:23]=3)[C:12]3[CH:17]=[CH:16][CH:15]=[CH:14][CH:13]=3)[CH2:9][C@@H:5]2[CH2:3][OH:2])=[O:42])=[CH:35][CH:34]=1. The yield is 0.910. (2) The reactants are [CH3:1][S:2]([NH:5][C:6]([C:8]1[CH:9]=[C:10]([CH:15]=[CH:16][CH:17]=1)[C:11]([O:13]C)=[O:12])=[O:7])(=[O:4])=[O:3].[OH-].[Na+]. The catalyst is CO.O. The product is [CH3:1][S:2]([NH:5][C:6]([C:8]1[CH:9]=[C:10]([CH:15]=[CH:16][CH:17]=1)[C:11]([OH:13])=[O:12])=[O:7])(=[O:4])=[O:3]. The yield is 0.420.